From a dataset of Full USPTO retrosynthesis dataset with 1.9M reactions from patents (1976-2016). Predict the reactants needed to synthesize the given product. (1) Given the product [CH3:18][O:17][C:14]1[CH:15]=[CH:16][C:11]([C:8]2[N:9]=[CH:10][C:5]([CH2:3][OH:2])=[N:6][CH:7]=2)=[C:12]([C:19]([F:22])([F:20])[F:21])[CH:13]=1, predict the reactants needed to synthesize it. The reactants are: C[O:2][C:3]([C:5]1[CH:10]=[N:9][C:8]([C:11]2[CH:16]=[CH:15][C:14]([O:17][CH3:18])=[CH:13][C:12]=2[C:19]([F:22])([F:21])[F:20])=[CH:7][N:6]=1)=O.[BH4-].[Na+]. (2) Given the product [Cl:15][C:13]1[N:14]=[C:9]([OH:8])[C:10]2[N:11]([N:16]=[CH:17][C:18]=2[C:19]#[N:20])[CH:12]=1, predict the reactants needed to synthesize it. The reactants are: C([O:8][C:9]1[C:10]2[N:11]([N:16]=[CH:17][C:18]=2[C:19]#[N:20])[CH:12]=[C:13]([Cl:15])[N:14]=1)C1C=CC=CC=1.B(Br)(Br)Br.CCN(CC)CC.N(CC)CC.